This data is from Reaction yield outcomes from USPTO patents with 853,638 reactions. The task is: Predict the reaction yield, written as a fraction of the theoretical maximum amount of product (1.0 means a 100% yield; for example, 0.34 means a 34% yield). (1) The catalyst is CN(C)C=O. The product is [Cl:1][C:2]1[CH:7]=[C:6]2[NH:8][C:9](=[O:27])[C:10]3([CH:15]([C:16]4[CH:21]=[CH:20][CH:19]=[C:18]([Cl:22])[CH:17]=4)[CH2:14][C:13](=[O:23])[N:12]([CH2:42][C:41]([O:40][C:36]([CH3:39])([CH3:38])[CH3:37])=[O:44])[CH:11]3[C:24]([CH3:26])=[CH2:25])[C:5]2=[CH:4][CH:3]=1.[CH3:28][O:29][CH:30]([Si:32]([CH3:35])([CH3:34])[CH3:33])[CH3:31]. The reactants are [Cl:1][C:2]1[CH:7]=[C:6]2[NH:8][C:9](=[O:27])[C:10]3([CH:15]([C:16]4[CH:21]=[CH:20][CH:19]=[C:18]([Cl:22])[CH:17]=4)[CH2:14][C:13](=[O:23])[NH:12][CH:11]3[C:24]([CH3:26])=[CH2:25])[C:5]2=[CH:4][CH:3]=1.[CH3:28][O:29][CH:30]([Si:32]([CH3:35])([CH3:34])[CH3:33])[CH3:31].[C:36]([O:40][C:41](=[O:44])[CH2:42]Br)([CH3:39])([CH3:38])[CH3:37].C(=O)([O-])[O-].[Cs+].[Cs+]. The yield is 0.790. (2) The reactants are N([C:8]([O:10][CH2:11][CH3:12])=O)=N[C:8]([O:10][CH2:11][CH3:12])=O.[C:13]1(P(C2C=CC=CC=2)C2C=CC=CC=2)[CH:18]=CC=C[CH:14]=1.[N+:32]([C:35]1[CH:43]=[CH:42][C:38]([C:39]([OH:41])=[O:40])=[CH:37][CH:36]=1)([O-:34])=[O:33]. The catalyst is C1(C)C=CC=CC=1.CCOC(C)=O. The product is [N+:32]([C:35]1[CH:36]=[CH:37][C:38]([C:39]([OH:41])=[O:40])=[CH:42][CH:43]=1)([O-:34])=[O:33].[O:10]1[C@@H:8]2[C@@H:11]1[CH2:12][CH2:14][CH2:13][CH2:18]2. The yield is 0.500.